Dataset: Full USPTO retrosynthesis dataset with 1.9M reactions from patents (1976-2016). Task: Predict the reactants needed to synthesize the given product. (1) Given the product [CH2:4]([OH:8])[CH:5]([OH:7])[CH3:6].[C:4](=[O:8])([O:10][CH3:9])[O:2][CH3:1], predict the reactants needed to synthesize it. The reactants are: [CH3:1][O-:2].[Na+].[CH2:4]([OH:8])[CH:5]([OH:7])[CH3:6].[CH3:9][OH:10].CO. (2) Given the product [CH3:15][C:12]1([CH3:16])[O:13][CH2:14][C:8]2=[C:7]([N:17]3[CH2:18][CH2:19][CH2:20][CH2:21][CH2:22]3)[N:6]=[C:5]3[S:4][C:3]4[C:23](=[O:24])[NH:25][CH:27]=[N:1][C:2]=4[C:10]3=[C:9]2[CH2:11]1, predict the reactants needed to synthesize it. The reactants are: [NH2:1][C:2]1[C:10]2[C:5](=[N:6][C:7]([N:17]3[CH2:22][CH2:21][CH2:20][CH2:19][CH2:18]3)=[C:8]3[CH2:14][O:13][C:12]([CH3:16])([CH3:15])[CH2:11][C:9]3=2)[S:4][C:3]=1[C:23]([NH2:25])=[O:24].O.[C:27]1(C)C=CC(S(O)(=O)=O)=CC=1. (3) Given the product [ClH:20].[NH2:12][C:11]1[CH:10]=[CH:9][S:8][C:7]=1[C:5]1[O:6][C:2](=[O:1])[NH:3][N:4]=1, predict the reactants needed to synthesize it. The reactants are: [O:1]=[C:2]1[O:6][C:5]([C:7]2[S:8][CH:9]=[CH:10][C:11]=2[NH:12]C(=O)OC(C)(C)C)=[N:4][NH:3]1.[ClH:20]. (4) Given the product [F:21][C:6]1[C:5]([CH2:4][CH2:26][OH:25])=[C:10]([F:11])[CH:9]=[CH:8][C:7]=1[NH:12][S:13]([C:16]1[S:17][CH:18]=[CH:19][CH:20]=1)(=[O:14])=[O:15], predict the reactants needed to synthesize it. The reactants are: C(O[C:4](=O)[C:5]1[C:10]([F:11])=[CH:9][CH:8]=[C:7]([NH:12][S:13]([C:16]2[S:17][CH:18]=[CH:19][CH:20]=2)(=[O:15])=[O:14])[C:6]=1[F:21])C.[AlH4-].[Li+].[O:25]1CCC[CH2:26]1. (5) Given the product [CH3:40][O:41][C:7]12[CH:6]([OH:8])[CH2:5][CH:4]3[CH:14]([C@@H:15]([OH:17])[CH2:16][C@@:2]4([CH3:1])[CH:3]3[CH2:20][CH2:21][C@@H:22]4[C:23]3([CH3:28])[O:27][CH2:26][CH2:25][O:24]3)[C@@:13]1([CH3:18])[CH2:12][CH2:11][C@H:10]([OH:19])[CH2:9]2, predict the reactants needed to synthesize it. The reactants are: [CH3:1][C@@:2]12[C@@H:22]([C:23]3([CH3:28])[O:27][CH2:26][CH2:25][O:24]3)[CH2:21][CH2:20][CH:3]1[CH:4]1[CH:14]([C@@H:15]([OH:17])[CH2:16]2)[C@:13]2([CH3:18])[C:7]3([CH2:9][C@@H:10]([OH:19])[CH2:11][CH2:12]2)[O:8][CH:6]3[CH2:5]1.CC1C=CC(S(O)(=O)=O)=CC=1.[CH3:40][OH:41]. (6) Given the product [C:3]([N:15]1[C:16]([CH3:17])=[C:12]([O:11][C:10]2[CH:19]=[C:20]([Cl:22])[CH:21]=[C:8]([Cl:7])[CH:9]=2)[C:13]([CH3:18])=[N:14]1)(=[O:5])[CH3:4], predict the reactants needed to synthesize it. The reactants are: [H-].[Na+].[C:3](Cl)(=[O:5])[CH3:4].[Cl:7][C:8]1[CH:9]=[C:10]([CH:19]=[C:20]([Cl:22])[CH:21]=1)[O:11][C:12]1[C:13]([CH3:18])=[N:14][NH:15][C:16]=1[CH3:17]. (7) Given the product [OH:31][NH:32][C:23]([C:17]1([S:14]([C:11]2[CH:10]=[CH:9][C:8]([O:7][CH2:6][CH2:5][CH2:4][C:1]3[O:2][N:57]=[C:55]([C:54]4[CH:59]=[CH:60][C:51]([O:50][C:49]([F:62])([F:61])[F:48])=[CH:52][CH:53]=4)[N:56]=3)=[CH:13][CH:12]=2)(=[O:15])=[O:16])[CH2:18][CH2:19][O:20][CH2:21][CH2:22]1)=[O:24], predict the reactants needed to synthesize it. The reactants are: [C:1]([CH2:4][CH2:5][CH2:6][O:7][C:8]1[CH:13]=[CH:12][C:11]([S:14]([C:17]2([C:23](OC(C)(C)C)=[O:24])[CH2:22][CH2:21][O:20][CH2:19][CH2:18]2)(=[O:16])=[O:15])=[CH:10][CH:9]=1)(O)=[O:2].O.[OH:31][N:32]1C2C=CC=CC=2N=N1.C(N(CC)CC)C.[F:48][C:49]([F:62])([F:61])[O:50][C:51]1[CH:60]=[CH:59][C:54]([C:55](=[N:57]O)[NH2:56])=[CH:53][CH:52]=1.Cl.CN(C)CCCN=C=NCC. (8) Given the product [CH2:1]([C:5]1[CH:6]=[CH:7][C:8]([C:11]#[C:12][C:13]2[CH:33]=[CH:32][C:16]([CH2:17][N:18]([CH2:30][CH3:31])[C:19]3[CH:20]=[CH:21][C:22]([F:29])=[C:23]([CH:28]=3)[C:24]([OH:26])=[O:25])=[CH:15][CH:14]=2)=[CH:9][CH:10]=1)[CH2:2][CH2:3][CH3:4], predict the reactants needed to synthesize it. The reactants are: [CH2:1]([C:5]1[CH:10]=[CH:9][C:8]([C:11]#[C:12][C:13]2[CH:33]=[CH:32][C:16]([CH2:17][N:18]([CH2:30][CH3:31])[C:19]3[CH:20]=[CH:21][C:22]([F:29])=[C:23]([CH:28]=3)[C:24]([O:26]C)=[O:25])=[CH:15][CH:14]=2)=[CH:7][CH:6]=1)[CH2:2][CH2:3][CH3:4]. (9) Given the product [O:11]=[C:12]1[C:20]2[C:15](=[CH:16][CH:17]=[CH:18][CH:19]=2)[C:14](=[O:21])[N:13]1[CH2:22][CH2:23][C:24]([N:5]1[CH2:6][C:2]([CH3:10])([CH3:1])[CH2:3][CH:4]1[C:7]([OH:9])=[O:8])=[O:25], predict the reactants needed to synthesize it. The reactants are: [CH3:1][C:2]1([CH3:10])[CH2:6][NH:5][CH:4]([C:7]([OH:9])=[O:8])[CH2:3]1.[O:11]=[C:12]1[C:20]2[C:15](=[CH:16][CH:17]=[CH:18][CH:19]=2)[C:14](=[O:21])[N:13]1[CH2:22][CH2:23][C:24](Cl)=[O:25].